Dataset: M1 muscarinic receptor agonist screen with 61,833 compounds. Task: Binary Classification. Given a drug SMILES string, predict its activity (active/inactive) in a high-throughput screening assay against a specified biological target. The compound is O1c2c(C3(c4c(N(C3=O)CC(O)=O)cccc4)C(=C1N)C#N)c(oc(c2)C)=O. The result is 1 (active).